This data is from Reaction yield outcomes from USPTO patents with 853,638 reactions. The task is: Predict the reaction yield, written as a fraction of the theoretical maximum amount of product (1.0 means a 100% yield; for example, 0.34 means a 34% yield). (1) The reactants are [C:1]([C:4]1[CH:9]=[C:8]([O:10][CH:11]2[CH2:16][CH2:15][N:14]([C:17]([O:19][C:20]([CH3:23])([CH3:22])[CH3:21])=[O:18])[CH2:13][CH2:12]2)[CH:7]=[CH:6][N:5]=1)(=[O:3])[CH3:2].[H-].C([Al+]CC(C)C)C(C)C. The catalyst is C(Cl)Cl. The product is [OH:3][CH:1]([C:4]1[CH:9]=[C:8]([O:10][CH:11]2[CH2:16][CH2:15][N:14]([C:17]([O:19][C:20]([CH3:21])([CH3:23])[CH3:22])=[O:18])[CH2:13][CH2:12]2)[CH:7]=[CH:6][N:5]=1)[CH3:2]. The yield is 0.590. (2) The reactants are [CH:1]1([N:6]2[C:11]3[N:12]=[C:13](S(C)=O)[N:14]=[CH:15][C:10]=3[CH:9]=[C:8]([C:19]3[CH:24]=[C:23]([C:25]4[O:26][C:27]([CH2:30][CH:31]([CH3:33])[CH3:32])=[N:28][N:29]=4)[CH:22]=[CH:21][C:20]=3[CH3:34])[C:7]2=[O:35])[CH2:5][CH2:4][CH2:3][CH2:2]1.[NH2:36][CH:37]1[CH2:42][CH2:41][O:40][CH2:39][CH2:38]1. The catalyst is CC(O)C. The product is [CH:1]1([N:6]2[C:11]3[N:12]=[C:13]([NH:36][CH:37]4[CH2:42][CH2:41][O:40][CH2:39][CH2:38]4)[N:14]=[CH:15][C:10]=3[CH:9]=[C:8]([C:19]3[CH:24]=[C:23]([C:25]4[O:26][C:27]([CH2:30][CH:31]([CH3:33])[CH3:32])=[N:28][N:29]=4)[CH:22]=[CH:21][C:20]=3[CH3:34])[C:7]2=[O:35])[CH2:5][CH2:4][CH2:3][CH2:2]1. The yield is 0.380. (3) The product is [CH2:22]([O:10][C:8]1[N:7]([CH2:11][C:12]2[CH:13]=[CH:14][C:15]([C:16]([O:18][CH3:19])=[O:17])=[CH:20][CH:21]=2)[N:6]=[C:5]([C:1]([CH3:4])([CH3:2])[CH3:3])[CH:9]=1)[C:23]1[CH:28]=[CH:27][CH:26]=[CH:25][CH:24]=1. The reactants are [C:1]([C:5]1[CH:9]=[C:8]([OH:10])[N:7]([CH2:11][C:12]2[CH:21]=[CH:20][C:15]([C:16]([O:18][CH3:19])=[O:17])=[CH:14][CH:13]=2)[N:6]=1)([CH3:4])([CH3:3])[CH3:2].[CH2:22](Br)[C:23]1[CH:28]=[CH:27][CH:26]=[CH:25][CH:24]=1.C(=O)([O-])[O-].[K+].[K+].CN(C)C=O. The yield is 0.810. The catalyst is O. (4) The catalyst is C(O)C.[Ni]. The yield is 0.250. The reactants are [S:1]1[C:5]2[CH:6]=[CH:7][CH:8]=[CH:9][C:4]=2[N:3]=[C:2]1[C:10]1[C:14]([C:15]2[CH:20]=[CH:19][C:18]([N+:21]([O-])=O)=[CH:17][CH:16]=2)=[N:13][NH:12][C:11]=1[NH2:24].O.NN. The product is [NH2:21][C:18]1[CH:17]=[CH:16][C:15]([C:14]2[C:10]([C:2]3[S:1][C:5]4[CH:6]=[CH:7][CH:8]=[CH:9][C:4]=4[N:3]=3)=[C:11]([NH2:24])[NH:12][N:13]=2)=[CH:20][CH:19]=1. (5) The reactants are [CH3:1][N:2]([CH3:19])[C:3](=[O:18])[C@@H:4]([OH:17])[CH2:5][NH:6]C(=O)OCC1C=CC=CC=1. The catalyst is C(O)C.[Pd]. The product is [NH2:6][CH2:5][C@H:4]([OH:17])[C:3]([N:2]([CH3:19])[CH3:1])=[O:18]. The yield is 0.980.